Dataset: Reaction yield outcomes from USPTO patents with 853,638 reactions. Task: Predict the reaction yield, written as a fraction of the theoretical maximum amount of product (1.0 means a 100% yield; for example, 0.34 means a 34% yield). (1) The yield is 0.818. The product is [NH2:1][C:2]1[CH:3]=[CH:4][C:5]([F:11])=[C:6]([CH:10]=1)[C:7]([O:9][CH3:16])=[O:8]. The reactants are [NH2:1][C:2]1[CH:3]=[CH:4][C:5]([F:11])=[C:6]([CH:10]=1)[C:7]([OH:9])=[O:8].S(Cl)(Cl)=O.[CH3:16]O. No catalyst specified. (2) The reactants are [CH3:1][O:2][C:3]([C:5]1[C:9](C)=[C:8](O)[S:7][C:6]=1[NH:12][C:13](=[O:24])[C:14]1[CH:19]=[CH:18][C:17]([O:20][CH3:21])=[C:16]([O:22][CH3:23])[CH:15]=1)=[O:4].N1C=CC=CC=1.[C:31]([O:34][C:35](=O)C)(=[O:33])[CH3:32]. The catalyst is C(Cl)Cl. The product is [CH3:1][O:2][C:3]([C:5]1[CH:9]=[C:8]([CH2:35][O:34][C:31](=[O:33])[CH3:32])[S:7][C:6]=1[NH:12][C:13](=[O:24])[C:14]1[CH:19]=[CH:18][C:17]([O:20][CH3:21])=[C:16]([O:22][CH3:23])[CH:15]=1)=[O:4]. The yield is 0.670. (3) The reactants are [OH:1][CH2:2][CH2:3][CH2:4][C:5]#[N:6].CC([O-])(C)C.[K+].COCCOC.[C:19]([O:23][C:24]([N:26]1[CH2:31][CH2:30][CH:29]([C:32]2[C:41]3[C:36](=[CH:37][C:38](F)=[CH:39][CH:40]=3)[N:35]=[CH:34][N:33]=2)[CH2:28][CH2:27]1)=[O:25])([CH3:22])([CH3:21])[CH3:20]. The catalyst is C(Cl)Cl.CC(C)=O. The product is [C:19]([O:23][C:24]([N:26]1[CH2:31][CH2:30][CH:29]([C:32]2[C:41]3[C:36](=[CH:37][C:38]([O:1][CH2:2][CH2:3][CH2:4][C:5]#[N:6])=[CH:39][CH:40]=3)[N:35]=[CH:34][N:33]=2)[CH2:28][CH2:27]1)=[O:25])([CH3:22])([CH3:20])[CH3:21]. The yield is 0.420. (4) The reactants are [NH2:1][C@@H:2]([C:7]([OH:9])=[O:8])[C:3]([SH:6])([CH3:5])[CH3:4].[OH-].[Na+].Br[CH2:13][CH2:14][OH:15].C(=O)([O-])[O-].[Na+].[Na+].[C:22]([O:26][C:27]1[CH:32]=[CH:31][C:30]([S:33](Cl)(=[O:35])=[O:34])=[CH:29][CH:28]=1)#[C:23][CH2:24][CH3:25]. The catalyst is CO.CN(C=O)C. The product is [CH2:22]([O:26][C:27]1[CH:32]=[CH:31][C:30]([S:33]([NH:1][C@H:2]([C:7]([OH:9])=[O:8])[C:3]([S:6][CH2:13][CH2:14][OH:15])([CH3:5])[CH3:4])(=[O:35])=[O:34])=[CH:29][CH:28]=1)[C:23]#[C:24][CH3:25]. The yield is 0.896. (5) The reactants are [CH2:1]([O:8][C:9]1[CH:14]=[C:13]([O:15][CH2:16][C:17]2[CH:22]=[CH:21][CH:20]=[CH:19][CH:18]=2)[C:12]([CH:23]([CH3:25])[CH3:24])=[CH:11][C:10]=1[C:26]1[O:30][N:29]=[C:28]([C:31]([NH:33][CH2:34][CH3:35])=[O:32])[C:27]=1[C:36]1[N:40]=[C:39](C(Cl)(Cl)Cl)[O:38][N:37]=1)[C:2]1[CH:7]=[CH:6][CH:5]=[CH:4][CH:3]=1.[NH:45]1[CH2:50][CH2:49][CH2:48][CH2:47][CH2:46]1. No catalyst specified. The product is [CH2:1]([O:8][C:9]1[CH:14]=[C:13]([O:15][CH2:16][C:17]2[CH:22]=[CH:21][CH:20]=[CH:19][CH:18]=2)[C:12]([CH:23]([CH3:25])[CH3:24])=[CH:11][C:10]=1[C:26]1[O:30][N:29]=[C:28]([C:31]([NH:33][CH2:34][CH3:35])=[O:32])[C:27]=1[C:36]1[N:40]=[C:39]([N:45]2[CH2:50][CH2:49][CH2:48][CH2:47][CH2:46]2)[O:38][N:37]=1)[C:2]1[CH:7]=[CH:6][CH:5]=[CH:4][CH:3]=1. The yield is 0.640. (6) The product is [CH2:1]([N:3]1[CH2:7][CH:6]([CH2:8][CH2:9][OH:23])[C:5]([C:16]2[CH:21]=[CH:20][CH:19]=[CH:18][CH:17]=2)([C:10]2[CH:11]=[CH:12][CH:13]=[CH:14][CH:15]=2)[C:4]1=[O:22])[CH3:2]. The yield is 0.450. The reactants are [CH2:1]([N:3]1[CH2:7][CH:6]([CH:8]=[CH2:9])[C:5]([C:16]2[CH:21]=[CH:20][CH:19]=[CH:18][CH:17]=2)([C:10]2[CH:15]=[CH:14][CH:13]=[CH:12][CH:11]=2)[C:4]1=[O:22])[CH3:2].[OH-:23].[Na+].OO.[NH4+].[Cl-]. The catalyst is C1COCC1.